From a dataset of Reaction yield outcomes from USPTO patents with 853,638 reactions. Predict the reaction yield, written as a fraction of the theoretical maximum amount of product (1.0 means a 100% yield; for example, 0.34 means a 34% yield). (1) The reactants are [F:1][C:2]([F:22])([F:21])[C:3]1[CH:4]=[C:5]([C:9]2[CH:10]=[CH:11][C:12]3[N:18]4[CH2:19][C@H:15]([CH2:16][CH2:17]4)[NH:14][C:13]=3[N:20]=2)[CH:6]=[CH:7][CH:8]=1.C1([O:29][C:30](=O)[NH:31][C:32]2[CH:37]=[C:36]([C:38]3[O:42][CH:41]=[N:40][CH:39]=3)[CH:35]=[CH:34][N:33]=2)C=CC=CC=1. The catalyst is CN(C)C1C=CN=CC=1.C(#N)C. The product is [O:42]1[C:38]([C:36]2[CH:35]=[CH:34][N:33]=[C:32]([NH:31][C:30]([N:14]3[C@@H:15]4[CH2:19][N:18]([CH2:17][CH2:16]4)[C:12]4[CH:11]=[CH:10][C:9]([C:5]5[CH:6]=[CH:7][CH:8]=[C:3]([C:2]([F:21])([F:1])[F:22])[CH:4]=5)=[N:20][C:13]3=4)=[O:29])[CH:37]=2)=[CH:39][N:40]=[CH:41]1. The yield is 0.140. (2) The reactants are [CH:1]([N:4]1[C:8]2[CH:9]=[CH:10][CH:11]=[CH:12][C:7]=2[N:6]([C:13]([NH:15][CH2:16][CH:17]2[CH2:22][CH2:21][N:20](C(OC(C)(C)C)=O)[CH2:19][CH2:18]2)=[O:14])[C:5]1=[O:30])([CH3:3])[CH3:2]. The catalyst is Cl.CO. The product is [CH:1]([N:4]1[C:8]2[CH:9]=[CH:10][CH:11]=[CH:12][C:7]=2[N:6]([C:13]([NH:15][CH2:16][CH:17]2[CH2:18][CH2:19][NH:20][CH2:21][CH2:22]2)=[O:14])[C:5]1=[O:30])([CH3:3])[CH3:2]. The yield is 0.750. (3) The reactants are [Si](O[CH2:9][CH2:10][CH2:11][C:12]([CH:31]1[CH2:33][CH2:32]1)([C:14]1[CH:18]=[C:17]([CH2:19][O:20][Si:21]([CH:28]([CH3:30])[CH3:29])([CH:25]([CH3:27])[CH3:26])[CH:22]([CH3:24])[CH3:23])[S:16][CH:15]=1)[OH:13])(C(C)(C)C)(C)C.Cl. The catalyst is CCO. The product is [CH:31]1([C:12]2([C:14]3[CH:18]=[C:17]([CH2:19][O:20][Si:21]([CH:25]([CH3:26])[CH3:27])([CH:28]([CH3:30])[CH3:29])[CH:22]([CH3:24])[CH3:23])[S:16][CH:15]=3)[CH2:11][CH2:10][CH2:9][O:13]2)[CH2:32][CH2:33]1. The yield is 0.750. (4) The reactants are [C:1]([C:3]1[C:11]2[C:6](=[CH:7][C:8]([O:12]C)=[CH:9][CH:10]=2)[N:5]([CH2:14][CH3:15])[C:4]=1[C:16]1[CH:21]=[CH:20][C:19]([NH:22][S:23]([CH3:26])(=[O:25])=[O:24])=[CH:18][CH:17]=1)#[N:2].B(Br)(Br)Br.O. The catalyst is C(Cl)Cl. The product is [C:1]([C:3]1[C:11]2[C:6](=[CH:7][C:8]([OH:12])=[CH:9][CH:10]=2)[N:5]([CH2:14][CH3:15])[C:4]=1[C:16]1[CH:17]=[CH:18][C:19]([NH:22][S:23]([CH3:26])(=[O:24])=[O:25])=[CH:20][CH:21]=1)#[N:2]. The yield is 0.220.